Dataset: Full USPTO retrosynthesis dataset with 1.9M reactions from patents (1976-2016). Task: Predict the reactants needed to synthesize the given product. (1) The reactants are: [CH2:1]([N:8]=[N+:9]=[N-:10])[C:2]1[CH:7]=[CH:6]C=CC=1.N(CC1CC1)=[N+]=[N-].[C:18]([C:20]1[S:21][C:22]([C:26]([O:28][CH2:29][CH3:30])=[O:27])=[C:23]([CH3:25])[N:24]=1)#[CH:19]. Given the product [CH:2]1([CH2:1][N:8]2[CH:19]=[C:18]([C:20]3[S:21][C:22]([C:26]([O:28][CH2:29][CH3:30])=[O:27])=[C:23]([CH3:25])[N:24]=3)[N:10]=[N:9]2)[CH2:7][CH2:6]1, predict the reactants needed to synthesize it. (2) Given the product [Cl:1][C:2]1[CH:3]=[CH:4][C:5]([S:8][C:9]2[C:17]3[C:12](=[CH:13][CH:14]=[C:15]([CH3:18])[CH:16]=3)[N:11]([CH3:25])[C:10]=2[C:19]([O:21][CH3:22])=[O:20])=[CH:6][CH:7]=1, predict the reactants needed to synthesize it. The reactants are: [Cl:1][C:2]1[CH:7]=[CH:6][C:5]([S:8][C:9]2[C:17]3[C:12](=[CH:13][CH:14]=[C:15]([CH3:18])[CH:16]=3)[NH:11][C:10]=2[C:19]([O:21][CH3:22])=[O:20])=[CH:4][CH:3]=1.[H-].[Na+].[CH3:25]I. (3) Given the product [C:1]([O:4][C@@H:5]1[C@@H:10]([O:11][C:12](=[O:14])[CH3:13])[C@H:9]([O:15][C:16](=[O:18])[CH3:17])[C@@H:8]([C:19]([O:21][CH3:22])=[O:20])[O:7][C@H:6]1[O:23][C:24]1[CH:32]=[C:31]2[C:27]([C@H:28]([CH2:40][Cl:41])[CH2:29][N:30]2[C:48](=[O:59])[CH2:49][CH2:50][CH2:51][C:52]([O:54][C:55]([CH3:57])([CH3:56])[CH3:58])=[O:53])=[C:26]2[C:42]([CH3:45])=[CH:43][S:44][C:25]=12)(=[O:3])[CH3:2], predict the reactants needed to synthesize it. The reactants are: [C:1]([O:4][C@@H:5]1[C@@H:10]([O:11][C:12](=[O:14])[CH3:13])[C@H:9]([O:15][C:16](=[O:18])[CH3:17])[C@@H:8]([C:19]([O:21][CH3:22])=[O:20])[O:7][C@H:6]1[O:23][C:24]1[CH:32]=[C:31]2[C:27]([C@H:28]([CH2:40][Cl:41])[CH2:29][N:30]2C(OC(C)(C)C)=O)=[C:26]2[C:42]([CH3:45])=[CH:43][S:44][C:25]=12)(=[O:3])[CH3:2].Cl.Cl[C:48](=[O:59])[CH2:49][CH2:50][CH2:51][C:52]([O:54][C:55]([CH3:58])([CH3:57])[CH3:56])=[O:53]. (4) Given the product [CH:10]1([CH:15]([C:19]2[CH:24]=[CH:23][C:22]([CH2:25][N:26]3[C:31](=[O:32])[CH2:30][O:29][C:28]([C:33]4[CH:38]=[CH:37][CH:36]=[CH:35][CH:34]=4)=[N:27]3)=[CH:21][CH:20]=2)[C:16]([NH:39][CH2:40][CH2:41][CH2:42][CH2:43][CH:44]([CH3:50])[C:45]([O:47][CH2:48][CH3:49])=[O:46])=[O:17])[CH2:14][CH2:13][CH2:12][CH2:11]1, predict the reactants needed to synthesize it. The reactants are: CCN(C(C)C)C(C)C.[CH:10]1([CH:15]([C:19]2[CH:24]=[CH:23][C:22]([CH2:25][N:26]3[C:31](=[O:32])[CH2:30][O:29][C:28]([C:33]4[CH:38]=[CH:37][CH:36]=[CH:35][CH:34]=4)=[N:27]3)=[CH:21][CH:20]=2)[C:16](O)=[O:17])[CH2:14][CH2:13][CH2:12][CH2:11]1.[NH2:39][CH2:40][CH2:41][CH2:42][CH2:43][CH:44]([CH3:50])[C:45]([O:47][CH2:48][CH3:49])=[O:46].CN(C(ON1N=NC2C=CC=NC1=2)=[N+](C)C)C.F[P-](F)(F)(F)(F)F. (5) Given the product [Cl:1][C:2]1[CH:3]=[C:4]([N:8]2[CH2:13][CH2:12][N:11]([C:15]([NH:14][C:17]3[CH:26]=[CH:25][CH:24]=[C:23]4[C:18]=3[CH:19]=[CH:20][N:21]=[CH:22]4)=[O:16])[CH2:10][CH2:9]2)[CH:5]=[CH:6][CH:7]=1, predict the reactants needed to synthesize it. The reactants are: [Cl:1][C:2]1[CH:3]=[C:4]([N:8]2[CH2:13][CH2:12][NH:11][CH2:10][CH2:9]2)[CH:5]=[CH:6][CH:7]=1.[N:14]([C:17]1[CH:26]=[CH:25][CH:24]=[C:23]2[C:18]=1[CH:19]=[CH:20][N:21]=[CH:22]2)=[C:15]=[O:16]. (6) Given the product [CH3:3][O:4][C:5]1[CH:6]=[C:7]2[C:11](=[CH:12][CH:13]=1)[N:10]([CH3:28])[CH:9]=[C:8]2[C:14]1[CH2:15][CH2:16][N:17]([C:20]([O:22][C:23]([CH3:26])([CH3:25])[CH3:24])=[O:21])[CH2:18][CH:19]=1, predict the reactants needed to synthesize it. The reactants are: [H-].[Na+].[CH3:3][O:4][C:5]1[CH:6]=[C:7]2[C:11](=[CH:12][CH:13]=1)[NH:10][CH:9]=[C:8]2[C:14]1[CH2:15][CH2:16][N:17]([C:20]([O:22][C:23]([CH3:26])([CH3:25])[CH3:24])=[O:21])[CH2:18][CH:19]=1.I[CH3:28].